Dataset: Catalyst prediction with 721,799 reactions and 888 catalyst types from USPTO. Task: Predict which catalyst facilitates the given reaction. (1) Reactant: [CH3:1][C:2]1[S:11][C:10]2[CH2:9][C:8]3[CH:12]=[CH:13][CH:14]=[CH:15][C:7]=3[NH:6][C:5](=O)[C:4]=2[N:3]=1.COC1C=CC(P2(SP(C3C=CC(OC)=CC=3)(=S)S2)=[S:26])=CC=1. Product: [CH3:1][C:2]1[S:11][C:10]2[CH2:9][C:8]3[CH:12]=[CH:13][CH:14]=[CH:15][C:7]=3[NH:6][C:5](=[S:26])[C:4]=2[N:3]=1. The catalyst class is: 26. (2) Reactant: N[C:2]1[CH:7]=[CH:6][C:5]([C:8]2[NH:25][C:11]3[CH:12]=[N:13][C:14]([NH:16][C:17]([CH:19]4[CH2:24][CH2:23][CH2:22][CH2:21][CH2:20]4)=[O:18])=[CH:15][C:10]=3[N:9]=2)=[CH:4][CH:3]=1.[CH:26]1([C:32](Cl)=[O:33])[CH2:31][CH2:30][CH2:29][CH2:28][CH2:27]1. Product: [CH:26]1([C:32]([C:2]2[CH:7]=[CH:6][C:5]([C:8]3[NH:25][C:11]4[CH:12]=[N:13][C:14]([NH:16][C:17]([CH:19]5[CH2:24][CH2:23][CH2:22][CH2:21][CH2:20]5)=[O:18])=[CH:15][C:10]=4[N:9]=3)=[CH:4][CH:3]=2)=[O:33])[CH2:31][CH2:30][CH2:29][CH2:28][CH2:27]1. The catalyst class is: 859. (3) Reactant: [C:1]([O:7][C:8]([CH3:11])([CH3:10])[CH3:9])(=[O:6])[CH2:2][C:3]([CH3:5])=O.[CH3:12]OC(OC)N(C)C.CC1C=CC(S(O)(=O)=O)=CC=1.Cl.[Cl:32][C:33]1[CH:34]=[C:35]([NH:40][NH2:41])[CH:36]=[CH:37][C:38]=1[F:39]. Product: [C:8]([O:7][C:1]([C:2]1[CH:12]=[N:41][N:40]([C:35]2[CH:36]=[CH:37][C:38]([F:39])=[C:33]([Cl:32])[CH:34]=2)[C:3]=1[CH3:5])=[O:6])([CH3:11])([CH3:10])[CH3:9]. The catalyst class is: 25.